This data is from Peptide-MHC class II binding affinity with 134,281 pairs from IEDB. The task is: Regression. Given a peptide amino acid sequence and an MHC pseudo amino acid sequence, predict their binding affinity value. This is MHC class II binding data. (1) The peptide sequence is IRQLERLLQAVVGAG. The MHC is DRB5_0101 with pseudo-sequence DRB5_0101. The binding affinity (normalized) is 0.598. (2) The peptide sequence is EEDIEKIPIQEEEY. The MHC is HLA-DQA10101-DQB10501 with pseudo-sequence HLA-DQA10101-DQB10501. The binding affinity (normalized) is 0.307. (3) The binding affinity (normalized) is 0.717. The peptide sequence is WSEIQTLKPNLIGPF. The MHC is DRB1_0701 with pseudo-sequence DRB1_0701. (4) The binding affinity (normalized) is 0.920. The MHC is DRB1_0701 with pseudo-sequence DRB1_0701. The peptide sequence is FTNFKVAYSKSLKEL. (5) The peptide sequence is CEHLEDGIYGIFQST. The MHC is HLA-DQA10201-DQB10303 with pseudo-sequence HLA-DQA10201-DQB10303. The binding affinity (normalized) is 0.291. (6) The peptide sequence is GMNPSHCNEMSWIQS. The MHC is HLA-DQA10501-DQB10201 with pseudo-sequence HLA-DQA10501-DQB10201. The binding affinity (normalized) is 0.0228. (7) The peptide sequence is NQSLGFENIECLKRV. The MHC is DRB1_0101 with pseudo-sequence DRB1_0101. The binding affinity (normalized) is 0.253. (8) The peptide sequence is MGSLEMVPMGAGPPSPGGDP. The MHC is DRB4_0101 with pseudo-sequence DRB4_0103. The binding affinity (normalized) is 0.185.